From a dataset of Catalyst prediction with 721,799 reactions and 888 catalyst types from USPTO. Predict which catalyst facilitates the given reaction. (1) Reactant: [OH:1][CH2:2][CH2:3][O:4][C:5]1[CH:10]=[CH:9][C:8]([C:11]([C:13]2[CH:18]=[CH:17][CH:16]=[CH:15][CH:14]=2)=[O:12])=[CH:7][CH:6]=1.C(N(CC)CC)C.[C:26](Cl)(=[O:31])[C:27]([CH3:30])([CH3:29])[CH3:28]. Product: [C:26]([O:1][CH2:2][CH2:3][O:4][C:5]1[CH:10]=[CH:9][C:8]([C:11](=[O:12])[C:13]2[CH:18]=[CH:17][CH:16]=[CH:15][CH:14]=2)=[CH:7][CH:6]=1)(=[O:31])[C:27]([CH3:30])([CH3:29])[CH3:28]. The catalyst class is: 4. (2) Reactant: [C:1]([NH:9][C:10]1[CH:24]=[CH:23][N:13]([C@@H:14]2[O:22][C@H:19]([CH2:20]O)[C@@H:17]([OH:18])[C@H:15]2[OH:16])[C:12](=[O:25])[N:11]=1)(=[O:8])[C:2]1[CH:7]=[CH:6][CH:5]=[CH:4][CH:3]=1.C1(P(C2C=CC=CC=2)C2C=CC=CC=2)C=CC=CC=1.[N-:45]=[N+:46]=[N-:47].[Li+].C(Br)(Br)(Br)Br. Product: [N:45]([CH2:20][C@H:19]1[O:22][C@@H:14]([N:13]2[CH:23]=[CH:24][C:10]([NH:9][C:1](=[O:8])[C:2]3[CH:7]=[CH:6][CH:5]=[CH:4][CH:3]=3)=[N:11][C:12]2=[O:25])[C@H:15]([OH:16])[C@@H:17]1[OH:18])=[N+:46]=[N-:47]. The catalyst class is: 566. (3) Product: [ClH:25].[NH2:7][C@@H:8]([C@@H:9]([CH3:12])[CH2:10][CH3:11])[C:13]([N:15]1[CH2:19][C:18]([F:20])([F:21])[C:17]([F:23])([F:22])[CH2:16]1)=[O:14]. The catalyst class is: 13. Reactant: C(OC(=O)[NH:7][C@H:8]([C:13]([N:15]1[CH2:19][C:18]([F:21])([F:20])[C:17]([F:23])([F:22])[CH2:16]1)=[O:14])[C@@H:9]([CH3:12])[CH2:10][CH3:11])(C)(C)C.[ClH:25].